This data is from Rat liver microsome stability data. The task is: Regression/Classification. Given a drug SMILES string, predict its absorption, distribution, metabolism, or excretion properties. Task type varies by dataset: regression for continuous measurements (e.g., permeability, clearance, half-life) or binary classification for categorical outcomes (e.g., BBB penetration, CYP inhibition). Dataset: rlm. (1) The molecule is COc1cccc(CN2CCNc3cc(Nc4ccccc4)ncc3C2)c1. The result is 1 (stable in rat liver microsomes). (2) The compound is Fc1cccc(-c2cc(F)ccc2N2CCN(CCCc3c[nH]c4ccc(F)cc34)CC2)c1. The result is 0 (unstable in rat liver microsomes). (3) The compound is CN1CCN(C(=O)c2ccc(NC(=O)Nc3ccc(-c4nc(O)nc(N5CCOCC5)n4)cc3)cc2)CC1. The result is 0 (unstable in rat liver microsomes). (4) The drug is O=S(=O)(Nc1ccc(-c2cccnc2)c2cccnc12)c1cccc(C(F)(F)F)c1. The result is 1 (stable in rat liver microsomes).